This data is from Full USPTO retrosynthesis dataset with 1.9M reactions from patents (1976-2016). The task is: Predict the reactants needed to synthesize the given product. The reactants are: [CH3:1][CH:2]([CH3:45])[C@@H:3]([NH:12][C:13]1[CH:14]=[N:15][CH:16]=[C:17]([C:19]2[C:27]3[C:22](=[N:23][CH:24]=[C:25]([CH2:28][O:29][CH2:30][CH2:31][N:32]4[CH2:36][CH2:35][CH2:34][CH2:33]4)[CH:26]=3)[N:21](COCC[Si](C)(C)C)[CH:20]=2)[CH:18]=1)[C:4]([NH:6][CH2:7][C:8]([F:11])([F:10])[F:9])=[O:5].[F-].[Cs+]. Given the product [CH3:1][CH:2]([CH3:45])[C@@H:3]([NH:12][C:13]1[CH:14]=[N:15][CH:16]=[C:17]([C:19]2[C:27]3[C:22](=[N:23][CH:24]=[C:25]([CH2:28][O:29][CH2:30][CH2:31][N:32]4[CH2:36][CH2:35][CH2:34][CH2:33]4)[CH:26]=3)[NH:21][CH:20]=2)[CH:18]=1)[C:4]([NH:6][CH2:7][C:8]([F:11])([F:10])[F:9])=[O:5], predict the reactants needed to synthesize it.